From a dataset of Full USPTO retrosynthesis dataset with 1.9M reactions from patents (1976-2016). Predict the reactants needed to synthesize the given product. Given the product [CH2:1]([N:8]1[C:12]([C:13]2[CH:14]=[CH:15][CH:16]=[CH:17][CH:18]=2)=[CH:11][CH:10]=[C:9]1[C:19]1[CH:20]=[C:21]2[C:26](=[CH:27][CH:28]=1)[CH:25]=[C:24]([O:29][CH2:31][C:32]#[N:33])[CH:23]=[CH:22]2)[C:2]1[CH:3]=[CH:4][CH:5]=[CH:6][CH:7]=1, predict the reactants needed to synthesize it. The reactants are: [CH2:1]([N:8]1[C:12]([C:13]2[CH:18]=[CH:17][CH:16]=[CH:15][CH:14]=2)=[CH:11][CH:10]=[C:9]1[C:19]1[CH:20]=[C:21]2[C:26](=[CH:27][CH:28]=1)[CH:25]=[C:24]([OH:29])[CH:23]=[CH:22]2)[C:2]1[CH:7]=[CH:6][CH:5]=[CH:4][CH:3]=1.Br[CH2:31][C:32]#[N:33].C(=O)([O-])[O-].[Cs+].[Cs+].